This data is from Catalyst prediction with 721,799 reactions and 888 catalyst types from USPTO. The task is: Predict which catalyst facilitates the given reaction. (1) Reactant: [Cl:1][C:2]1[CH:3]=[C:4]([CH:20]=[C:21]([Cl:23])[CH:22]=1)[O:5][C:6]1[C:7]([CH2:18][CH3:19])=[N:8][N:9]([CH2:13][C:14]([NH:16][NH2:17])=[O:15])[C:10]=1[CH2:11][CH3:12].[C:24](N1C=CN=C1)(N1C=CN=C1)=[O:25]. Product: [Cl:1][C:2]1[CH:3]=[C:4]([CH:20]=[C:21]([Cl:23])[CH:22]=1)[O:5][C:6]1[C:7]([CH2:18][CH3:19])=[N:8][N:9]([CH2:13][C:14]2[O:15][C:24](=[O:25])[NH:17][N:16]=2)[C:10]=1[CH2:11][CH3:12]. The catalyst class is: 12. (2) Reactant: [CH2:1]([O:3][C:4]([CH:6]1[CH2:10][CH2:9][CH2:8][C:7]1=O)=[O:5])[CH3:2].[CH:12]1([NH2:18])[CH2:17][CH2:16][CH2:15][CH2:14][CH2:13]1.C([BH3-])#N.[Na+]. Product: [CH2:1]([O:3][C:4]([CH:6]1[CH2:10][CH2:9][CH2:8][CH:7]1[NH:18][CH:12]1[CH2:17][CH2:16][CH2:15][CH2:14][CH2:13]1)=[O:5])[CH3:2]. The catalyst class is: 212. (3) The catalyst class is: 20. Reactant: C(O)(=O)/C=C/C(O)=O.[Cl:9][C:10]1[C:11]([F:22])=[C:12]([CH:19]=[CH:20][CH:21]=1)[CH2:13][C:14]1[NH:18][CH:17]=[N:16][CH:15]=1.C([O-])(O)=O.[Na+].C1C=CC(OC(Cl)=[S:36])=CC=1. Product: [Cl:9][C:10]1[C:11]([F:22])=[C:12]([CH:19]=[CH:20][CH:21]=1)[CH2:13][C:14]1[NH:18][C:17](=[S:36])[NH:16][CH:15]=1. (4) Reactant: C1(P(C2C=CC=CC=2)C2C=CC=CC=2)C=CC=CC=1.N1C=CN=C1.[I:25]I.O[CH2:28][CH2:29][C:30]1[CH:31]=[C:32]([C:36]2[CH:41]=[CH:40][CH:39]=[CH:38][CH:37]=2)[CH:33]=[CH:34][CH:35]=1. Product: [I:25][CH2:28][CH2:29][C:30]1[CH:31]=[C:32]([C:36]2[CH:41]=[CH:40][CH:39]=[CH:38][CH:37]=2)[CH:33]=[CH:34][CH:35]=1. The catalyst class is: 4. (5) Reactant: C([O:4][CH2:5][CH2:6][CH2:7][CH2:8][CH2:9][CH2:10][CH2:11][CH2:12][O:13][C:14]1[CH:19]=[CH:18][NH:17][C:16](=[S:20])[C:15]=1[CH3:21])(=O)C.Cl[CH2:23][C:24]1[NH:25][C:26]2[CH:32]=[CH:31][CH:30]=[CH:29][C:27]=2[N:28]=1.[OH-].[Na+]. Product: [OH:4][CH2:5][CH2:6][CH2:7][CH2:8][CH2:9][CH2:10][CH2:11][CH2:12][O:13][C:14]1[CH:19]=[CH:18][N:17]=[C:16]([S:20][CH2:23][C:24]2[NH:28][C:27]3[CH:29]=[CH:30][CH:31]=[CH:32][C:26]=3[N:25]=2)[C:15]=1[CH3:21]. The catalyst class is: 8. (6) Reactant: [CH3:1][N:2]([CH3:21])[CH2:3][CH2:4][N:5]1[CH:10]=[CH:9][CH:8]=[C:7]([C:11]2[CH:19]=[CH:18][C:14]([C:15]([OH:17])=O)=[CH:13][CH:12]=2)[C:6]1=[O:20].C[N:23]([CH3:26])C=O.[C:27](Cl)(=[O:31])[C:28](Cl)=O. Product: [NH2:5][C:6]1[CH:7]=[CH:8][CH:28]=[C:27]([OH:31])[C:26]=1[NH:23][C:15](=[O:17])[C:14]1[CH:13]=[CH:12][C:11]([C:7]2[C:6](=[O:20])[N:5]([CH2:4][CH2:3][N:2]([CH3:1])[CH3:21])[CH:10]=[CH:9][CH:8]=2)=[CH:19][CH:18]=1. The catalyst class is: 68. (7) Product: [F:1][C:2]1[C:3]([NH:15][CH:16]2[CH2:21][CH2:20][CH2:19][NH:18][CH2:17]2)=[N:4][C:5]([NH:8][C:9]2[CH:14]=[CH:13][CH:12]=[CH:11][CH:10]=2)=[N:6][CH:7]=1. The catalyst class is: 2. Reactant: [F:1][C:2]1[C:3]([NH:15][CH:16]2[CH2:21][CH2:20][CH2:19][N:18](C(OC(C)(C)C)=O)[CH2:17]2)=[N:4][C:5]([NH:8][C:9]2[CH:14]=[CH:13][CH:12]=[CH:11][CH:10]=2)=[N:6][CH:7]=1.C(O)(C(F)(F)F)=O. (8) Reactant: Br[C:2]1[CH:3]=[C:4]([C:12]([O:14][CH2:15][CH3:16])=[O:13])[C:5]([C:8]([F:11])([F:10])[F:9])=[N:6][CH:7]=1.[F:17][C:18]([F:29])([F:28])[C:19]1[N:24]=[CH:23][C:22](B(O)O)=[CH:21][N:20]=1.C([O-])([O-])=O.[K+].[K+]. Product: [F:9][C:8]([F:11])([F:10])[C:5]1[N:6]=[CH:7][C:2]([C:22]2[CH:21]=[N:20][C:19]([C:18]([F:29])([F:28])[F:17])=[N:24][CH:23]=2)=[CH:3][C:4]=1[C:12]([O:14][CH2:15][CH3:16])=[O:13]. The catalyst class is: 140. (9) Reactant: Br[C:2]1[CH:3]=[CH:4][C:5]2[C:6]3[CH2:22][N:21]([C:23]([O:25][C:26]([CH3:29])([CH3:28])[CH3:27])=[O:24])[CH2:20][CH2:19][C:7]=3[N:8]([CH2:11][O:12][CH2:13][CH2:14][Si](C)(C)C)[C:9]=2[CH:10]=1.[CH2:30]([O:37][C:38]1[CH:43]=[CH:42][NH:41][C:40](=[O:44])[CH:39]=1)[C:31]1[CH:36]=[CH:35][CH:34]=[CH:33][CH:32]=1.C([O-])([O-])=O.[K+].[K+]. Product: [CH2:30]([O:37][C:38]1[CH:43]=[CH:42][N:41]([C:2]2[CH:3]=[CH:4][C:5]3[C:6]4[CH2:22][N:21]([C:23]([O:25][C:26]([CH3:29])([CH3:28])[CH3:27])=[O:24])[CH2:20][CH2:19][C:7]=4[N:8]([CH2:11][O:12][CH2:13][CH3:14])[C:9]=3[CH:10]=2)[C:40](=[O:44])[CH:39]=1)[C:31]1[CH:32]=[CH:33][CH:34]=[CH:35][CH:36]=1. The catalyst class is: 419. (10) Product: [CH3:21][O:20][C:17]1[CH:18]=[C:19]2[C:14](=[CH:15][C:16]=1[O:22][CH3:23])[N:13]([CH2:24][CH2:25][N:43]1[CH2:48][CH2:47][O:46][CH2:45][CH2:44]1)[CH:12]=[C:11]2[C:9]1[N:8]([S:27]([C:30]2[CH:35]=[CH:34][C:33]([CH3:36])=[CH:32][CH:31]=2)(=[O:29])=[O:28])[C:5]2=[N:6][CH:7]=[C:2]([F:1])[CH:3]=[C:4]2[CH:10]=1. The catalyst class is: 10. Reactant: [F:1][C:2]1[CH:3]=[C:4]2[CH:10]=[C:9]([C:11]3[C:19]4[C:14](=[CH:15][C:16]([O:22][CH3:23])=[C:17]([O:20][CH3:21])[CH:18]=4)[N:13]([CH2:24][CH2:25]I)[CH:12]=3)[N:8]([S:27]([C:30]3[CH:35]=[CH:34][C:33]([CH3:36])=[CH:32][CH:31]=3)(=[O:29])=[O:28])[C:5]2=[N:6][CH:7]=1.C(=O)([O-])[O-].[K+].[K+].[NH:43]1[CH2:48][CH2:47][O:46][CH2:45][CH2:44]1.